From a dataset of Forward reaction prediction with 1.9M reactions from USPTO patents (1976-2016). Predict the product of the given reaction. (1) Given the reactants [OH:1][C:2]1[CH:23]=[CH:22][C:5]([C:6]([NH:8][C:9]2[CH:10]=[C:11]([CH:18]=[CH:19][C:20]=2[CH3:21])[C:12]([NH:14][CH:15]2[CH2:17][CH2:16]2)=[O:13])=[O:7])=[CH:4][CH:3]=1.Br[CH2:25][C:26]1[N:31]=[C:30]([CH2:32][OH:33])[CH:29]=[CH:28][CH:27]=1.C(=O)([O-])[O-].[K+].[K+].O, predict the reaction product. The product is: [CH:15]1([NH:14][C:12](=[O:13])[C:11]2[CH:18]=[CH:19][C:20]([CH3:21])=[C:9]([NH:8][C:6](=[O:7])[C:5]3[CH:4]=[CH:3][C:2]([O:1][CH2:25][C:26]4[CH:27]=[CH:28][CH:29]=[C:30]([CH2:32][OH:33])[N:31]=4)=[CH:23][CH:22]=3)[CH:10]=2)[CH2:16][CH2:17]1. (2) The product is: [CH2:1]([NH:3][C:4]1[CH:9]=[C:8]([N:14]2[CH2:19][CH2:18][NH:17][CH2:16][CH2:15]2)[CH:7]=[CH:6][C:5]=1[N+:11]([O-:13])=[O:12])[CH3:2]. Given the reactants [CH2:1]([NH:3][C:4]1[CH:9]=[C:8](F)[CH:7]=[CH:6][C:5]=1[N+:11]([O-:13])=[O:12])[CH3:2].[NH:14]1[CH2:19][CH2:18][NH:17][CH2:16][CH2:15]1.C([O-])([O-])=O.[K+].[K+], predict the reaction product. (3) Given the reactants [CH:1]1([CH2:7][C:8]2[O:12][CH:11]=[N:10][C:9]=2[C:13]2[CH:18]=[C:17]([C:19]([CH3:22])([CH3:21])[CH3:20])[CH:16]=[C:15]([C:23]([CH3:26])([CH3:25])[CH3:24])[CH:14]=2)[CH2:6][CH2:5][CH2:4][CH2:3][CH2:2]1.[Li+].C[Si]([N-][Si](C)(C)C)(C)C.Cl[C:38]([O:40][CH2:41][CH3:42])=[O:39], predict the reaction product. The product is: [CH:1]1([CH2:7][C:8]2[O:12][C:11]([C:38]([O:40][CH2:41][CH3:42])=[O:39])=[N:10][C:9]=2[C:13]2[CH:18]=[C:17]([C:19]([CH3:20])([CH3:22])[CH3:21])[CH:16]=[C:15]([C:23]([CH3:26])([CH3:25])[CH3:24])[CH:14]=2)[CH2:2][CH2:3][CH2:4][CH2:5][CH2:6]1.